This data is from NCI-60 drug combinations with 297,098 pairs across 59 cell lines. The task is: Regression. Given two drug SMILES strings and cell line genomic features, predict the synergy score measuring deviation from expected non-interaction effect. Drug 1: C1=CN(C(=O)N=C1N)C2C(C(C(O2)CO)O)O.Cl. Drug 2: CC1C(C(CC(O1)OC2CC(OC(C2O)C)OC3=CC4=CC5=C(C(=O)C(C(C5)C(C(=O)C(C(C)O)O)OC)OC6CC(C(C(O6)C)O)OC7CC(C(C(O7)C)O)OC8CC(C(C(O8)C)O)(C)O)C(=C4C(=C3C)O)O)O)O. Cell line: RPMI-8226. Synergy scores: CSS=51.9, Synergy_ZIP=-3.55, Synergy_Bliss=-1.84, Synergy_Loewe=-3.48, Synergy_HSA=-2.29.